This data is from Full USPTO retrosynthesis dataset with 1.9M reactions from patents (1976-2016). The task is: Predict the reactants needed to synthesize the given product. (1) Given the product [F:3][C:4]1[C:5]([NH:10][CH3:11])=[N:6][CH:7]=[CH:8][CH:9]=1, predict the reactants needed to synthesize it. The reactants are: Cl.Cl.[F:3][C:4]1[C:5]([NH:10][CH3:11])=[N:6][CH:7]=[CH:8][CH:9]=1.[OH-].[Na+]. (2) Given the product [I:12][C:11]1[C:3]2[C:2]([N:24]3[CH2:25][CH2:26][O:27][CH2:22][CH2:23]3)=[N:7][C:6]([CH3:8])=[N:5][C:4]=2[N:9]([CH2:13][O:14][CH2:15][CH2:16][Si:17]([CH3:20])([CH3:19])[CH3:18])[CH:10]=1, predict the reactants needed to synthesize it. The reactants are: Cl[C:2]1[C:3]2[C:11]([I:12])=[CH:10][N:9]([CH2:13][O:14][CH2:15][CH2:16][Si:17]([CH3:20])([CH3:19])[CH3:18])[C:4]=2[N:5]=[C:6]([CH3:8])[N:7]=1.C[C@@H:22]1[O:27][CH2:26][CH2:25][N:24](C2C3C(C4C=C(C=CC=4)C#N)=CNC=3N=CN=2)[CH2:23]1.